From a dataset of Serine/threonine kinase 33 screen with 319,792 compounds. Binary Classification. Given a drug SMILES string, predict its activity (active/inactive) in a high-throughput screening assay against a specified biological target. (1) The compound is s1c(CN2C3CC(NC(=S)NCCCOC)CC2CCC3)ccc1. The result is 0 (inactive). (2) The compound is S(CC(OCC(=O)N(CC(C)C)c1c(n(Cc2ccccc2)c(=O)[nH]c1=O)N)=O)c1c(cc(cc1)C)C. The result is 0 (inactive). (3) The drug is S(=O)(=O)(N(Cc1ccccc1)CC)c1cc2c(oc(c2C)C(O)=O)cc1. The result is 0 (inactive).